Dataset: Forward reaction prediction with 1.9M reactions from USPTO patents (1976-2016). Task: Predict the product of the given reaction. Given the reactants [CH:1]1([CH2:6][CH:7]([C:22]2[NH:31][C:25]3=[N:26][CH:27]=[C:28]([F:30])[CH:29]=[C:24]3[CH:23]=2)[C:8]2[CH:13]=[CH:12][C:11]([S:14]([CH2:17][CH2:18][O:19]CC)(=[O:16])=[O:15])=[CH:10][CH:9]=2)[CH2:5][CH2:4][CH2:3][CH2:2]1.B(Br)(Br)Br, predict the reaction product. The product is: [CH:1]1([CH2:6][CH:7]([C:8]2[CH:9]=[CH:10][C:11]([S:14]([CH2:17][CH2:18][OH:19])(=[O:16])=[O:15])=[CH:12][CH:13]=2)[C:22]2[NH:31][C:25]3=[N:26][CH:27]=[C:28]([F:30])[CH:29]=[C:24]3[CH:23]=2)[CH2:5][CH2:4][CH2:3][CH2:2]1.